Predict the reaction yield, written as a fraction of the theoretical maximum amount of product (1.0 means a 100% yield; for example, 0.34 means a 34% yield). From a dataset of Reaction yield outcomes from USPTO patents with 853,638 reactions. (1) The reactants are [Br:1][C:2]1[CH:10]=[CH:9][C:5]([C:6]([OH:8])=[O:7])=[C:4]([Cl:11])[CH:3]=1.C(OC(O[C:15]([CH3:18])([CH3:17])[CH3:16])=O)(O[C:15]([CH3:18])([CH3:17])[CH3:16])=O. The catalyst is C(O)(C)(C)C.CN(C)C1C=CN=CC=1. The product is [Br:1][C:2]1[CH:10]=[CH:9][C:5]([C:6]([O:8][C:15]([CH3:18])([CH3:17])[CH3:16])=[O:7])=[C:4]([Cl:11])[CH:3]=1. The yield is 0.291. (2) The reactants are [CH3:1][N:2]1[C@@H:18]2[CH2:19][C:7]3[CH:8]=[CH:9][C:10]([O:22][CH3:23])=[C:11]4[O:12][C@H:13]5[C:14]([O:20][CH3:21])=[CH:15][CH:16]=[C:17]2[C@:5]5([C:6]=34)[CH2:4][CH2:3]1.C(CN)O.O. The yield is 0.960. The product is [CH3:1][N:2]1[C@@H:18]2[CH2:19][C:7]3[CH:8]=[CH:9][C:10]([O:22][CH3:23])=[C:11]4[O:12][C@H:13]5[C:14]([O:20][CH3:21])=[CH:15][CH2:16][C@@H:17]2[C@:5]5([C:6]=34)[CH2:4][CH2:3]1. The catalyst is COCC(O)CC. (3) The reactants are [F-].C([N+](CCCC)(CCCC)CCCC)CCC.[C:19]([O:22][C:23]1[CH:28]=[CH:27][CH:26]=[C:25]([S:29][Si](C(C)C)(C(C)C)C(C)C)[CH:24]=1)(=[O:21])[CH3:20].Br[CH2:41][C:42](=[O:50])[CH2:43][CH2:44][C:45]([O:47][CH2:48][CH3:49])=[O:46]. The catalyst is C1COCC1. The product is [C:19]([O:22][C:23]1[CH:24]=[C:25]([S:29][CH2:41][C:42](=[O:50])[CH2:43][CH2:44][C:45]([O:47][CH2:48][CH3:49])=[O:46])[CH:26]=[CH:27][CH:28]=1)(=[O:21])[CH3:20]. The yield is 0.730. (4) The reactants are C(O)(=O)C.[OH-].[Na+].[NH2:7][C:8]1[C:17]([CH3:18])=[CH:16][CH:15]=[CH:14][C:9]=1[C:10]([NH:12][CH3:13])=[O:11].[Br:19]Br. The catalyst is O. The product is [NH2:7][C:8]1[C:17]([CH3:18])=[CH:16][C:15]([Br:19])=[CH:14][C:9]=1[C:10]([NH:12][CH3:13])=[O:11]. The yield is 0.900. (5) The reactants are [C:1]([N:4]1[CH2:9][CH2:8][CH:7]([C:10]([N:12]([CH2:21][CH2:22][CH2:23][N:24]2[CH2:29][CH2:28][CH:27]([CH2:30][C:31]3[CH:36]=[CH:35][C:34]([NH2:37])=[CH:33][CH:32]=3)[CH2:26][CH2:25]2)[C:13]2[CH:18]=[CH:17][C:16]([Cl:19])=[C:15]([Cl:20])[CH:14]=2)=[O:11])[CH2:6][CH2:5]1)(=[O:3])[CH3:2].C(N(CC)CC)C.[C:45](Cl)(=[O:47])[CH3:46].[OH-].[Na+]. The catalyst is O1CCCC1. The product is [C:1]([N:4]1[CH2:9][CH2:8][CH:7]([C:10]([N:12]([CH2:21][CH2:22][CH2:23][N:24]2[CH2:25][CH2:26][CH:27]([CH2:30][C:31]3[CH:32]=[CH:33][C:34]([NH:37][C:45](=[O:47])[CH3:46])=[CH:35][CH:36]=3)[CH2:28][CH2:29]2)[C:13]2[CH:18]=[CH:17][C:16]([Cl:19])=[C:15]([Cl:20])[CH:14]=2)=[O:11])[CH2:6][CH2:5]1)(=[O:3])[CH3:2]. The yield is 0.930.